This data is from Reaction yield outcomes from USPTO patents with 853,638 reactions. The task is: Predict the reaction yield, written as a fraction of the theoretical maximum amount of product (1.0 means a 100% yield; for example, 0.34 means a 34% yield). (1) The reactants are [F:1][C:2]1[CH:3]=[CH:4][C:5]2[N:6]([CH:8]=[CH:9][N:10]=2)[CH:7]=1.Cl[C:12]1[N:17]=[C:16]([O:18][CH3:19])[C:15]([CH3:20])=[CH:14][N:13]=1.COC1C=CN=C(C2N3C=C(C#N)C=CC3=NC=2)N=1. No catalyst specified. The product is [F:1][C:2]1[CH:3]=[CH:4][C:5]2[N:6]([C:8]([C:12]3[N:17]=[C:16]([O:18][CH3:19])[C:15]([CH3:20])=[CH:14][N:13]=3)=[CH:9][N:10]=2)[CH:7]=1. The yield is 0.240. (2) The reactants are C(OC([N:8]1[CH2:11][C:10]([CH3:33])([NH:12][C:13]2[CH:14]=[C:15]3[C:24](=[CH:25][C:26]=2[C:27]([F:30])([F:29])[F:28])[O:23][CH2:22][C:21]2[N:16]3[CH:17]([CH3:32])[C:18](=[O:31])[NH:19][N:20]=2)[CH2:9]1)=O)(C)(C)C.[C:34]([OH:40])([C:36]([F:39])([F:38])[F:37])=[O:35]. The catalyst is C(Cl)Cl. The product is [F:37][C:36]([F:39])([F:38])[C:34]([OH:40])=[O:35].[CH3:32][CH:17]1[N:16]2[C:21]([CH2:22][O:23][C:24]3[C:15]2=[CH:14][C:13]([NH:12][C:10]2([CH3:33])[CH2:11][NH:8][CH2:9]2)=[C:26]([C:27]([F:29])([F:30])[F:28])[CH:25]=3)=[N:20][NH:19][C:18]1=[O:31]. The yield is 0.440.